Predict the product of the given reaction. From a dataset of Forward reaction prediction with 1.9M reactions from USPTO patents (1976-2016). (1) Given the reactants P(Cl)(Cl)(Cl)(Cl)Cl.[N:7]1[CH:12]=[CH:11][C:10]([C:13]([OH:15])=[O:14])=[CH:9][C:8]=1[C:16]([OH:18])=O.[CH3:19][OH:20].[C:21]([O-])(O)=O.[Na+], predict the reaction product. The product is: [CH3:19][O:20][C:16]([C:8]1[CH:9]=[C:10]([C:13]([O:15][CH3:21])=[O:14])[CH:11]=[CH:12][N:7]=1)=[O:18]. (2) Given the reactants [F:1][C:2]1[CH:3]=[C:4]([CH:7]=[C:8]([F:11])[C:9]=1F)[CH:5]=[O:6].[CH3:12][S-:13].[Na+].O, predict the reaction product. The product is: [F:1][C:2]1[CH:3]=[C:4]([CH:7]=[C:8]([F:11])[C:9]=1[S:13][CH3:12])[CH:5]=[O:6]. (3) The product is: [C:1]([O:5][C:6](=[O:38])[NH:7][C:8]1([C:12]2[CH:13]=[CH:14][C:15]([C:18]3[C:19](=[O:37])[C:20]4[C:21]([O:29][C:30]=3[C:31]3[CH:32]=[CH:33][CH:34]=[CH:35][CH:36]=3)=[C:22]3[C:26](=[CH:27][CH:28]=4)[N:25]([CH3:41])[N:24]=[CH:23]3)=[CH:16][CH:17]=2)[CH2:11][CH2:10][CH2:9]1)([CH3:4])([CH3:2])[CH3:3]. Given the reactants [C:1]([O:5][C:6](=[O:38])[NH:7][C:8]1([C:12]2[CH:17]=[CH:16][C:15]([C:18]3[C:19](=[O:37])[C:20]4[C:21]([O:29][C:30]=3[C:31]3[CH:36]=[CH:35][CH:34]=[CH:33][CH:32]=3)=[C:22]3[C:26](=[CH:27][CH:28]=4)[NH:25][N:24]=[CH:23]3)=[CH:14][CH:13]=2)[CH2:11][CH2:10][CH2:9]1)([CH3:4])([CH3:3])[CH3:2].[H-].[Na+].[CH3:41]I, predict the reaction product.